This data is from Forward reaction prediction with 1.9M reactions from USPTO patents (1976-2016). The task is: Predict the product of the given reaction. Given the reactants [N:1]1([CH2:6][CH:7]2[CH2:12][CH2:11][N:10]([C:13]3[CH:14]=[C:15]([CH:18]=[CH:19][CH:20]=3)[CH:16]=O)[CH2:9][CH2:8]2)[CH2:5][CH2:4][CH2:3][CH2:2]1.[NH:21]1[CH2:26][CH2:25][O:24][CH2:23][CH2:22]1, predict the reaction product. The product is: [N:1]1([CH2:6][CH:7]2[CH2:12][CH2:11][N:10]([C:13]3[CH:14]=[C:15]([CH:18]=[CH:19][CH:20]=3)[CH2:16][N:21]3[CH2:26][CH2:25][O:24][CH2:23][CH2:22]3)[CH2:9][CH2:8]2)[CH2:5][CH2:4][CH2:3][CH2:2]1.